Predict the product of the given reaction. From a dataset of Forward reaction prediction with 1.9M reactions from USPTO patents (1976-2016). (1) Given the reactants [Cl:1][C:2]1[CH:10]=[CH:9][C:8]([C:11]2[N:12]([C:22]([O:24][C:25]([CH3:28])([CH3:27])[CH3:26])=[O:23])[C:13]3[C:18]([CH:19]=2)=[CH:17][C:16]([CH:20]=O)=[CH:15][CH:14]=3)=[C:7]2[C:3]=1[CH2:4][NH:5][C:6]2=[O:29].[NH2:30][CH2:31][C:32]1[CH:37]=[CH:36][CH:35]=[CH:34][N:33]=1.C(O[BH-](OC(=O)C)OC(=O)C)(=O)C.[Na+], predict the reaction product. The product is: [Cl:1][C:2]1[CH:10]=[CH:9][C:8]([C:11]2[N:12]([C:22]([O:24][C:25]([CH3:28])([CH3:27])[CH3:26])=[O:23])[C:13]3[C:18]([CH:19]=2)=[CH:17][C:16]([CH2:20][NH:30][CH2:31][C:32]2[CH:37]=[CH:36][CH:35]=[CH:34][N:33]=2)=[CH:15][CH:14]=3)=[C:7]2[C:3]=1[CH2:4][NH:5][C:6]2=[O:29]. (2) Given the reactants C[O:2][C:3](=[O:22])[C:4]1[CH:9]=[C:8]([S:10]([CH3:13])(=[O:12])=[O:11])[C:7]([NH:14][CH:15]2[CH2:18][C:17]([F:20])([F:19])[CH2:16]2)=[CH:6][C:5]=1[CH3:21], predict the reaction product. The product is: [F:20][C:17]1([F:19])[CH2:16][CH:15]([NH:14][C:7]2[C:8]([S:10]([CH3:13])(=[O:12])=[O:11])=[CH:9][C:4]([C:3]([OH:22])=[O:2])=[C:5]([CH3:21])[CH:6]=2)[CH2:18]1. (3) Given the reactants Cl[C:2]1[CH:11]=[CH:10][C:9]2[C:8]([C:12]([NH:14][CH2:15][CH:16]3[CH2:21][CH2:20][CH2:19][CH2:18][CH2:17]3)=[O:13])=[C:7]([Cl:22])[CH:6]=[CH:5][C:4]=2[N:3]=1.Cl.Cl.[NH:25]1[CH2:30][CH2:29][CH2:28][C@H:27]([NH2:31])[CH2:26]1, predict the reaction product. The product is: [NH2:31][C@H:27]1[CH2:28][CH2:29][CH2:30][N:25]([C:2]2[CH:11]=[CH:10][C:9]3[C:8]([C:12]([NH:14][CH2:15][CH:16]4[CH2:21][CH2:20][CH2:19][CH2:18][CH2:17]4)=[O:13])=[C:7]([Cl:22])[CH:6]=[CH:5][C:4]=3[N:3]=2)[CH2:26]1. (4) Given the reactants [O:1]=[C:2]1[CH2:7][CH2:6][CH2:5][CH2:4][CH:3]1[C:8]([O:10]CC)=[O:9].BrBr.[OH-:15].[K+], predict the reaction product. The product is: [C@@H:7]1([C:2]([OH:1])=[O:15])[CH2:6][CH2:5][CH2:4][C@@H:3]1[C:8]([OH:10])=[O:9]. (5) Given the reactants [OH:1][CH2:2][C:3]([CH2:7][OH:8])([CH2:5][OH:6])[CH3:4].[C:9]1([CH3:19])[CH:14]=[CH:13][C:12](S(O)(=O)=O)=[CH:11][CH:10]=1.C1(C)C=CC=CC=1.C1(C)C=CC=CC=1.O, predict the reaction product. The product is: [CH3:4][C:3]1([CH2:7][OH:8])[CH2:5][O:6][CH:19]([C:9]2[CH:14]=[CH:13][CH:12]=[CH:11][CH:10]=2)[O:1][CH2:2]1. (6) Given the reactants Cl[C:2]1[C:3]2[CH:11]=[CH:10][S:9][C:4]=2[N:5]=[C:6]([CH3:8])[N:7]=1.[CH3:12][O:13][C:14]1[CH:19]=[CH:18][C:17]([NH2:20])=[CH:16][CH:15]=1, predict the reaction product. The product is: [CH3:12][O:13][C:14]1[CH:19]=[CH:18][C:17]([NH:20][C:2]2[C:3]3[CH:11]=[CH:10][S:9][C:4]=3[N:5]=[C:6]([CH3:8])[N:7]=2)=[CH:16][CH:15]=1.